Dataset: Catalyst prediction with 721,799 reactions and 888 catalyst types from USPTO. Task: Predict which catalyst facilitates the given reaction. (1) The catalyst class is: 11. Reactant: [CH3:1][O:2][C:3]1[CH:8]=[CH:7][C:6]([C:9]2[S:10][CH:11]=[C:12]([CH2:14]O)[N:13]=2)=[CH:5][CH:4]=1.P(Br)(Br)[Br:17].O. Product: [Br:17][CH2:14][C:12]1[N:13]=[C:9]([C:6]2[CH:7]=[CH:8][C:3]([O:2][CH3:1])=[CH:4][CH:5]=2)[S:10][CH:11]=1. (2) Reactant: [C:1]1(=[O:11])[NH:5][C:4](=[O:6])[C:3]2=[CH:7][CH:8]=[CH:9][CH:10]=[C:2]12.[N+:12]([C:15]1[CH:20]=[CH:19][C:18]([CH2:21]Cl)=[CH:17][CH:16]=1)([O-:14])=[O:13].C(=O)([O-])[O-].[K+].[K+].CN(C=O)C. Product: [N+:12]([C:15]1[CH:20]=[CH:19][C:18]([CH2:21][N:5]2[C:1](=[O:11])[C:2]3=[CH:10][CH:9]=[CH:8][CH:7]=[C:3]3[C:4]2=[O:6])=[CH:17][CH:16]=1)([O-:14])=[O:13]. The catalyst class is: 6. (3) Reactant: FC(F)(F)S(O[C:7]1[N:12]=[C:11]2[N:13]([CH2:16][CH3:17])[N:14]=[CH:15][C:10]2=[C:9]([C:18]2[CH:19]=[N:20][CH:21]=[C:22]([CH3:24])[CH:23]=2)[C:8]=1[C:25]#[N:26])(=O)=O.[F:29][C:30]1[CH:35]=[CH:34][C:33](B(O)O)=[CH:32][CH:31]=1.P(=O)([O-])[O-].[K+].[K+]. Product: [CH2:16]([N:13]1[C:11]2=[N:12][C:7]([C:33]3[CH:34]=[CH:35][C:30]([F:29])=[CH:31][CH:32]=3)=[C:8]([C:25]#[N:26])[C:9]([C:18]3[CH:19]=[N:20][CH:21]=[C:22]([CH3:24])[CH:23]=3)=[C:10]2[CH:15]=[N:14]1)[CH3:17]. The catalyst class is: 752.